The task is: Predict the reactants needed to synthesize the given product.. This data is from Full USPTO retrosynthesis dataset with 1.9M reactions from patents (1976-2016). (1) Given the product [Cl:35][C:32]1[CH:33]=[CH:34][C:29]([C:25]2([OH:28])[CH2:26][CH2:27][N:22]([CH2:21][CH2:20][CH:19]=[C:11]3[C:12]4[C:13](=[N:14][CH:15]=[CH:16][CH:17]=4)[O:18][C:8]4[CH:7]=[CH:6][CH:5]=[C:4]([NH:57][C:60]([O:48][CH2:49][CH3:54])=[O:64])[C:9]=4[CH2:10]3)[CH2:23][CH2:24]2)=[CH:30][CH:31]=1, predict the reactants needed to synthesize it. The reactants are: C([C:4]1[C:9]2[CH2:10][C:11](=[CH:19][CH2:20][CH2:21][N:22]3[CH2:27][CH2:26][C:25]([C:29]4[CH:34]=[CH:33][C:32]([Cl:35])=[CH:31][CH:30]=4)([OH:28])[CH2:24][CH2:23]3)[C:12]3[C:13]([O:18][C:8]=2[CH:7]=[CH:6][CH:5]=1)=[N:14][CH:15]=[CH:16][CH:17]=3)(O)=O.C1C=CC(OP([O:48][C:49]2[CH:54]=CC=CC=2)(N=[N+]=[N-])=O)=CC=1.C([N:57]([CH2:60]C)CC)C.C([OH:64])C. (2) Given the product [Cl:1][C:2]1[CH:10]=[C:9]([C:25]#[N:26])[C:8]2[C:7](=[O:12])[N:6]([CH2:13][C:14]3[CH:19]=[CH:18][C:17]([O:20][C:21]([F:24])([F:23])[F:22])=[CH:16][CH:15]=3)[CH2:5][C:4]=2[CH:3]=1, predict the reactants needed to synthesize it. The reactants are: [Cl:1][C:2]1[CH:3]=[C:4]2[C:8](=[C:9](I)[CH:10]=1)[C:7](=[O:12])[N:6]([CH2:13][C:14]1[CH:19]=[CH:18][C:17]([O:20][C:21]([F:24])([F:23])[F:22])=[CH:16][CH:15]=1)[CH2:5]2.[C-:25]#[N:26].[Na+]. (3) Given the product [F:30][C:29]1[CH:28]=[CH:27][CH:26]=[C:25]([F:31])[C:24]=1[CH2:23][N:7]1[C:8](=[O:22])[N:9]([C:13]2[CH:18]=[CH:17][CH:16]=[C:15]([O:19][CH3:20])[C:14]=2[F:21])[C:10](=[O:12])[C:11]2=[C:3]([CH2:2][N:44]([CH3:45])[CH3:41])[C:4]([C:32]3[CH:33]=[CH:34][C:35]([N+:38]([O-:40])=[O:39])=[CH:36][CH:37]=3)=[CH:5][N:6]12, predict the reactants needed to synthesize it. The reactants are: Br[CH2:2][C:3]1[C:4]([C:32]2[CH:37]=[CH:36][C:35]([N+:38]([O-:40])=[O:39])=[CH:34][CH:33]=2)=[CH:5][N:6]2[C:11]=1[C:10](=[O:12])[N:9]([C:13]1[CH:18]=[CH:17][CH:16]=[C:15]([O:19][CH3:20])[C:14]=1[F:21])[C:8](=[O:22])[N:7]2[CH2:23][C:24]1[C:29]([F:30])=[CH:28][CH:27]=[CH:26][C:25]=1[F:31].[CH:41]([N:44](CC)[CH:45](C)C)(C)C.CNC. (4) The reactants are: C([O:8][C:9]1[CH:14]=[CH:13][C:12]([CH2:15][C:16]([O:23][C:24]2[CH:29]=[CH:28][C:27]([CH:30]([CH3:32])[CH3:31])=[CH:26][CH:25]=2)([CH3:22])[C:17]([O:19][CH2:20][CH3:21])=[O:18])=[CH:11][CH:10]=1)C1C=CC=CC=1. Given the product [OH:8][C:9]1[CH:14]=[CH:13][C:12]([CH2:15][C:16]([O:23][C:24]2[CH:25]=[CH:26][C:27]([CH:30]([CH3:31])[CH3:32])=[CH:28][CH:29]=2)([CH3:22])[C:17]([O:19][CH2:20][CH3:21])=[O:18])=[CH:11][CH:10]=1, predict the reactants needed to synthesize it. (5) Given the product [NH2:1][C:2]1[C:7]([CH:8]=[O:9])=[CH:6][C:5]([C:22]2[CH:21]=[N:20][N:19]([CH2:18][C:17](=[O:33])[N:11]3[CH2:16][CH2:15][CH2:14][CH2:13][CH2:12]3)[CH:23]=2)=[CH:4][N:3]=1, predict the reactants needed to synthesize it. The reactants are: [NH2:1][C:2]1[C:7]([CH:8]=[O:9])=[CH:6][C:5](I)=[CH:4][N:3]=1.[N:11]1([C:17](=[O:33])[CH2:18][N:19]2[CH:23]=[C:22](B3OC(C)(C)C(C)(C)O3)[CH:21]=[N:20]2)[CH2:16][CH2:15][CH2:14][CH2:13][CH2:12]1.C(=O)([O-])[O-].[Na+].[Na+].O.